The task is: Predict the product of the given reaction.. This data is from Forward reaction prediction with 1.9M reactions from USPTO patents (1976-2016). (1) The product is: [CH3:43][S:44]([OH:47])(=[O:46])=[O:45].[CH3:43][S:44]([OH:47])(=[O:46])=[O:45].[CH3:38][O:37][C:35]1[CH:36]=[C:31]([C:28]2[CH:27]=[CH:26][C:25]([N:22]3[CH2:21][CH2:20][N:19]([C:16]4[CH:17]=[CH:18][C:13]([C:5]5[CH:4]=[C:3]([O:2][CH3:1])[C:8]([O:9][CH3:10])=[C:7]([O:11][CH3:12])[CH:6]=5)=[N:14][CH:15]=4)[CH2:24][CH2:23]3)=[CH:30][N:29]=2)[CH:32]=[C:33]([O:41][CH3:42])[C:34]=1[O:39][CH3:40]. Given the reactants [CH3:1][O:2][C:3]1[CH:4]=[C:5]([C:13]2[CH:18]=[CH:17][C:16]([N:19]3[CH2:24][CH2:23][N:22]([C:25]4[CH:26]=[CH:27][C:28]([C:31]5[CH:36]=[C:35]([O:37][CH3:38])[C:34]([O:39][CH3:40])=[C:33]([O:41][CH3:42])[CH:32]=5)=[N:29][CH:30]=4)[CH2:21][CH2:20]3)=[CH:15][N:14]=2)[CH:6]=[C:7]([O:11][CH3:12])[C:8]=1[O:9][CH3:10].[CH3:43][S:44]([OH:47])(=[O:46])=[O:45], predict the reaction product. (2) Given the reactants C(O[C:4](=[O:28])[C:5](C)=[CH:6][CH:7]=[CH:8][C:9]([CH3:26])=[CH:10][CH:11]=[CH:12][CH:13]=[C:14]([CH3:25])[CH:15]=[CH:16][CH:17]=[C:18]([CH3:24])[C:19]([O:21]CC)=O)C.[H-].[CH2:30]([Al+]CC(C)C)C(C)C.C1(C)C=CC=CC=1.[OH-].[Na+], predict the reaction product. The product is: [CH3:24][C:18](=[CH:17][CH:16]=[CH:15][C:14]([CH3:25])=[CH:13][CH:12]=[CH:11][CH:10]=[C:9]([CH3:26])[CH:8]=[CH:7][CH:6]=[CH:5][CH2:4][OH:28])[CH:19]([CH3:30])[OH:21]. (3) Given the reactants [CH3:1][O:2][C:3]([C@@H:5]1[CH2:18][C@H:17]([NH2:19])[C:16](=[O:20])[C@H:15]2[C@@:6]1([CH3:28])[CH2:7][CH2:8][C@@H:9]1[C@:14]2([CH3:21])[CH2:13][C@@H:12]([C:22]2[CH:26]=[CH:25][O:24][CH:23]=2)[O:11][C:10]1=[O:27])=[O:4].[C:29](OC(=O)C)(=[O:31])[CH3:30], predict the reaction product. The product is: [CH3:1][O:2][C:3]([C@@H:5]1[CH2:18][C@H:17]([NH:19][C:29](=[O:31])[CH3:30])[C:16](=[O:20])[C@H:15]2[C@@:6]1([CH3:28])[CH2:7][CH2:8][C@@H:9]1[C@:14]2([CH3:21])[CH2:13][C@@H:12]([C:22]2[CH:26]=[CH:25][O:24][CH:23]=2)[O:11][C:10]1=[O:27])=[O:4]. (4) Given the reactants [CH2:1]([O:8][C:9]1[CH:10]=[C:11]([CH2:17][CH2:18][NH:19][C:20](=O)/[CH:21]=[CH:22]/[C:23]2[CH:28]=[CH:27][C:26]([O:29][CH3:30])=[CH:25][C:24]=2[O:31][CH3:32])[CH:12]=[CH:13][C:14]=1[O:15][CH3:16])[C:2]1[CH:7]=[CH:6][CH:5]=[CH:4][CH:3]=1.O=P(Cl)(Cl)Cl.[BH4-].[Na+], predict the reaction product. The product is: [CH2:1]([O:8][C:9]1[CH:10]=[C:11]2[C:12](=[CH:13][C:14]=1[O:15][CH3:16])[CH:20](/[CH:21]=[CH:22]/[C:23]1[CH:28]=[CH:27][C:26]([O:29][CH3:30])=[CH:25][C:24]=1[O:31][CH3:32])[NH:19][CH2:18][CH2:17]2)[C:2]1[CH:7]=[CH:6][CH:5]=[CH:4][CH:3]=1. (5) Given the reactants F[C:2]1[CH:7]=[CH:6][C:5]([N+:8]([O-:10])=[O:9])=[CH:4][CH:3]=1.C([O-])([O-])=O.[K+].[K+].[NH:17]1[CH:21]=[CH:20][N:19]=[C:18]1[C:22]1[CH:27]=[CH:26][N:25]=[CH:24][CH:23]=1.CCOC(C)=O, predict the reaction product. The product is: [N+:8]([C:5]1[CH:6]=[CH:7][C:2]([N:17]2[CH:21]=[CH:20][N:19]=[C:18]2[C:22]2[CH:27]=[CH:26][N:25]=[CH:24][CH:23]=2)=[CH:3][CH:4]=1)([O-:10])=[O:9]. (6) The product is: [Si:27]([O:28][CH:29]([CH3:33])[C:30](=[S:10])[NH2:32])([C:23]([CH3:24])([CH3:25])[CH3:26])([C:40]1[CH:41]=[CH:42][CH:43]=[CH:44][CH:45]=1)[C:34]1[CH:39]=[CH:38][CH:37]=[CH:36][CH:35]=1. Given the reactants COC1C=CC(P2(=S)SP(=S)(C3C=CC(OC)=CC=3)[S:10]2)=CC=1.[C:23]([Si:27]([C:40]1[CH:45]=[CH:44][CH:43]=[CH:42][CH:41]=1)([C:34]1[CH:39]=[CH:38][CH:37]=[CH:36][CH:35]=1)[O:28][CH:29]([CH3:33])[C:30]([NH2:32])=O)([CH3:26])([CH3:25])[CH3:24], predict the reaction product. (7) Given the reactants [Br:1][C:2]1[CH:3]=[CH:4][C:5]([Cl:16])=[C:6]([CH:15]=1)[CH2:7][C:8]1[CH:13]=[CH:12][C:11]([OH:14])=[CH:10][CH:9]=1.N1C=CN=C1.[C:22]([Si:26](Cl)([CH3:28])[CH3:27])([CH3:25])([CH3:24])[CH3:23], predict the reaction product. The product is: [Br:1][C:2]1[CH:3]=[CH:4][C:5]([Cl:16])=[C:6]([CH:15]=1)[CH2:7][C:8]1[CH:13]=[CH:12][C:11]([O:14][Si:26]([C:22]([CH3:25])([CH3:24])[CH3:23])([CH3:28])[CH3:27])=[CH:10][CH:9]=1.